This data is from NCI-60 drug combinations with 297,098 pairs across 59 cell lines. The task is: Regression. Given two drug SMILES strings and cell line genomic features, predict the synergy score measuring deviation from expected non-interaction effect. (1) Drug 2: C1=NNC2=C1C(=O)NC=N2. Synergy scores: CSS=13.2, Synergy_ZIP=-8.34, Synergy_Bliss=1.30, Synergy_Loewe=-5.85, Synergy_HSA=2.42. Cell line: MOLT-4. Drug 1: CNC(=O)C1=CC=CC=C1SC2=CC3=C(C=C2)C(=NN3)C=CC4=CC=CC=N4. (2) Drug 1: CC12CCC3C(C1CCC2O)C(CC4=C3C=CC(=C4)O)CCCCCCCCCS(=O)CCCC(C(F)(F)F)(F)F. Drug 2: C(CN)CNCCSP(=O)(O)O. Cell line: A498. Synergy scores: CSS=3.38, Synergy_ZIP=-0.525, Synergy_Bliss=-0.929, Synergy_Loewe=0.442, Synergy_HSA=0.469.